Dataset: NCI-60 drug combinations with 297,098 pairs across 59 cell lines. Task: Regression. Given two drug SMILES strings and cell line genomic features, predict the synergy score measuring deviation from expected non-interaction effect. (1) Drug 1: CC1OCC2C(O1)C(C(C(O2)OC3C4COC(=O)C4C(C5=CC6=C(C=C35)OCO6)C7=CC(=C(C(=C7)OC)O)OC)O)O. Drug 2: CC1=C(C=C(C=C1)NC(=O)C2=CC=C(C=C2)CN3CCN(CC3)C)NC4=NC=CC(=N4)C5=CN=CC=C5. Cell line: OVCAR-4. Synergy scores: CSS=3.35, Synergy_ZIP=-2.28, Synergy_Bliss=3.01, Synergy_Loewe=2.63, Synergy_HSA=3.01. (2) Drug 2: CC1=C(C(=O)C2=C(C1=O)N3CC4C(C3(C2COC(=O)N)OC)N4)N. Synergy scores: CSS=18.5, Synergy_ZIP=-6.90, Synergy_Bliss=-3.23, Synergy_Loewe=-20.3, Synergy_HSA=-1.34. Drug 1: CN1C2=C(C=C(C=C2)N(CCCl)CCCl)N=C1CCCC(=O)O.Cl. Cell line: MALME-3M. (3) Drug 1: C1C(C(OC1N2C=NC3=C(N=C(N=C32)Cl)N)CO)O. Drug 2: C(CN)CNCCSP(=O)(O)O. Cell line: A549. Synergy scores: CSS=37.7, Synergy_ZIP=10.2, Synergy_Bliss=9.77, Synergy_Loewe=-15.8, Synergy_HSA=9.35. (4) Drug 2: C1=CC=C(C=C1)NC(=O)CCCCCCC(=O)NO. Synergy scores: CSS=1.15, Synergy_ZIP=-0.893, Synergy_Bliss=-0.123, Synergy_Loewe=-3.93, Synergy_HSA=-3.49. Drug 1: CCC1(CC2CC(C3=C(CCN(C2)C1)C4=CC=CC=C4N3)(C5=C(C=C6C(=C5)C78CCN9C7C(C=CC9)(C(C(C8N6C)(C(=O)OC)O)OC(=O)C)CC)OC)C(=O)OC)O.OS(=O)(=O)O. Cell line: RXF 393. (5) Drug 1: CC1=C2C(C(=O)C3(C(CC4C(C3C(C(C2(C)C)(CC1OC(=O)C(C(C5=CC=CC=C5)NC(=O)OC(C)(C)C)O)O)OC(=O)C6=CC=CC=C6)(CO4)OC(=O)C)OC)C)OC. Drug 2: CC12CCC3C(C1CCC2=O)CC(=C)C4=CC(=O)C=CC34C. Cell line: SK-MEL-28. Synergy scores: CSS=49.3, Synergy_ZIP=1.53, Synergy_Bliss=2.05, Synergy_Loewe=5.27, Synergy_HSA=6.84. (6) Drug 1: COC1=CC(=CC(=C1O)OC)C2C3C(COC3=O)C(C4=CC5=C(C=C24)OCO5)OC6C(C(C7C(O6)COC(O7)C8=CC=CS8)O)O. Drug 2: C(CN)CNCCSP(=O)(O)O. Cell line: SNB-19. Synergy scores: CSS=51.8, Synergy_ZIP=4.75, Synergy_Bliss=8.45, Synergy_Loewe=-65.1, Synergy_HSA=2.91. (7) Drug 1: C1=CC(=CC=C1CCC2=CNC3=C2C(=O)NC(=N3)N)C(=O)NC(CCC(=O)O)C(=O)O. Drug 2: CC1C(C(=O)NC(C(=O)N2CCCC2C(=O)N(CC(=O)N(C(C(=O)O1)C(C)C)C)C)C(C)C)NC(=O)C3=C4C(=C(C=C3)C)OC5=C(C(=O)C(=C(C5=N4)C(=O)NC6C(OC(=O)C(N(C(=O)CN(C(=O)C7CCCN7C(=O)C(NC6=O)C(C)C)C)C)C(C)C)C)N)C. Cell line: SNB-75. Synergy scores: CSS=14.3, Synergy_ZIP=1.25, Synergy_Bliss=0.689, Synergy_Loewe=0.101, Synergy_HSA=1.22.